Dataset: Experimentally validated miRNA-target interactions with 360,000+ pairs, plus equal number of negative samples. Task: Binary Classification. Given a miRNA mature sequence and a target amino acid sequence, predict their likelihood of interaction. The miRNA is hsa-miR-646 with sequence AAGCAGCUGCCUCUGAGGC. The protein sequence of the target gene is MAVDIQPACLGLYCGKTLLFKNGSTEIYGECGVCPRGQRTNAQKYCQPCTESPELYDWLYLGFMAMLPLVLHWFFIEWYSGKKSSSALFQHITALFECSMAAIITLLVSDPVGVLYIRSCRVLMLSDWYTMLYNPSPDYVTTVHCTHEAVYPLYTIVFIYYAFCLVLMMLLRPLLVKKIACGLGKSDRFKSIYAALYFFPILTVLQAVGGGLLYYAFPYIILVLSLVTLAVYMSASEIENCYDLLVRKKRLIVLFSHWLLHAYGIISISRVDKLEQDLPLLALVPTPALFYLFTAKFTEP.... Result: 0 (no interaction).